This data is from hERG potassium channel inhibition data for cardiac toxicity prediction from Karim et al.. The task is: Regression/Classification. Given a drug SMILES string, predict its toxicity properties. Task type varies by dataset: regression for continuous values (e.g., LD50, hERG inhibition percentage) or binary classification for toxic/non-toxic outcomes (e.g., AMES mutagenicity, cardiotoxicity, hepatotoxicity). Dataset: herg_karim. (1) The molecule is CC(C)CON=CCOc1ccc(CN2CCC(NC(=O)c3cc(=O)c4ccc(F)cc4o3)CC2)cc1F. The result is 1 (blocker). (2) The drug is CN(C)CCCn1nc(-c2cnc3[nH]cc(C(=O)NC(C)(C)CO)c3n2)c2cc(OC(F)F)ccc21. The result is 1 (blocker). (3) The result is 1 (blocker). The molecule is Cc1cnc(N2CCC(C3CCN(c4cc(C#N)nc(C)n4)CC3)CC2)cn1. (4) The compound is COc1cccc2c1OC(c1ccc(OCCCN3CCCCC3)cc1)C(C)S2(=O)=O. The result is 1 (blocker). (5) The drug is Cc1nc2cc3c(cc2o1)CCN(CCCSc1nnc(-c2ocnc2C)n1C)CC3. The result is 0 (non-blocker).